Dataset: Reaction yield outcomes from USPTO patents with 853,638 reactions. Task: Predict the reaction yield, written as a fraction of the theoretical maximum amount of product (1.0 means a 100% yield; for example, 0.34 means a 34% yield). (1) The yield is 0.972. The product is [CH3:21][C:18]1[CH:19]=[CH:20][C:15]([C:2]2[CH:10]=[C:9]([N+:11]([O-:13])=[O:12])[CH:8]=[C:4]([C:5]([OH:7])=[O:6])[CH:3]=2)=[CH:16][CH:17]=1. The catalyst is C1(C)C=CC=CC=1.C(O)C.O.C1C=CC([P]([Pd]([P](C2C=CC=CC=2)(C2C=CC=CC=2)C2C=CC=CC=2)([P](C2C=CC=CC=2)(C2C=CC=CC=2)C2C=CC=CC=2)[P](C2C=CC=CC=2)(C2C=CC=CC=2)C2C=CC=CC=2)(C2C=CC=CC=2)C2C=CC=CC=2)=CC=1. The reactants are I[C:2]1[CH:3]=[C:4]([CH:8]=[C:9]([N+:11]([O-:13])=[O:12])[CH:10]=1)[C:5]([OH:7])=[O:6].B(O)(O)[C:15]1[CH:16]=[CH:17][C:18]([CH3:21])=[CH:19][CH:20]=1.C([O-])([O-])=O.[Cs+].[Cs+].[OH-].[Na+]. (2) The product is [CH:18]1([C:16]([NH:15][C:13]2[N:14]=[C:9]3[CH:8]=[CH:7][C:6]([O:5][C:4]4[CH:3]=[C:2]([NH:1][C:32]([C:30]5[CH:29]=[CH:28][N:27]=[C:26]([C:25]([F:36])([F:24])[F:35])[N:31]=5)=[O:33])[CH:23]=[CH:22][CH:21]=4)=[N:11][N:10]3[CH:12]=2)=[O:17])[CH2:20][CH2:19]1. The yield is 0.540. The catalyst is CN(C)C=O. The reactants are [NH2:1][C:2]1[CH:3]=[C:4]([CH:21]=[CH:22][CH:23]=1)[O:5][C:6]1[CH:7]=[CH:8][C:9]2[N:10]([CH:12]=[C:13]([NH:15][C:16]([CH:18]3[CH2:20][CH2:19]3)=[O:17])[N:14]=2)[N:11]=1.[F:24][C:25]([F:36])([F:35])[C:26]1[N:31]=[C:30]([C:32](O)=[O:33])[CH:29]=[CH:28][N:27]=1.Cl.CN(C)CCCN=C=NCC.ON1C2C=CC=CC=2N=N1. (3) The catalyst is CN(C=O)C. The product is [OH:1][CH2:2][C:3]([CH3:8])([CH3:7])[C:4]([O:6][CH2:9][C:10]1[CH:15]=[CH:14][CH:13]=[CH:12][CH:11]=1)=[O:5]. The yield is 0.920. The reactants are [OH:1][CH2:2][C:3]([CH3:8])([CH3:7])[C:4]([OH:6])=[O:5].[CH2:9](Br)[C:10]1[CH:15]=[CH:14][CH:13]=[CH:12][CH:11]=1.C([O-])([O-])=O.[Cs+].[Cs+]. (4) The product is [CH3:12][O:11][C:7]1[C:3]([C:4]([OH:6])=[O:5])=[C:2]2[C:10]([CH:13]=[CH:15][CH:16]=[N:1]2)=[CH:9][CH:8]=1. The yield is 0.200. The catalyst is O1CCOCC1. The reactants are [NH2:1][C:2]1[CH:10]=[CH:9][CH:8]=[C:7]([O:11][CH3:12])[C:3]=1[C:4]([OH:6])=[O:5].[CH:13]([CH:15]=[CH2:16])=O.